Predict the reactants needed to synthesize the given product. From a dataset of Full USPTO retrosynthesis dataset with 1.9M reactions from patents (1976-2016). (1) Given the product [CH3:22][N:23]1[C:24]2[C:25](=[CH:26][CH:27]=[CH:28][C:29]=2[F:15])[C:44](=[O:46])[C:38]([C:39]([O:41][CH2:42][CH3:43])=[O:40])=[CH:37]1, predict the reactants needed to synthesize it. The reactants are: O=P12OP3(OP(OP(O3)(O1)=O)(=O)O2)=O.[F:15]C(F)(F)C(O)=O.[CH3:22][N:23]([CH:37]=[C:38]([C:44]([O:46]CC)=O)[C:39]([O:41][CH2:42][CH3:43])=[O:40])[C:24]1[CH:29]=[CH:28][C:27](CN2CCOCC2)=[CH:26][CH:25]=1. (2) Given the product [CH3:14][CH:11]1[CH2:10][C:8]2[S:9][C:5]([C:3]([OH:4])=[O:2])=[CH:6][C:7]=2[CH2:13][CH2:12]1, predict the reactants needed to synthesize it. The reactants are: C[O:2][C:3]([C:5]1[S:9][C:8]2[CH2:10][CH:11]([CH3:14])[CH2:12][CH2:13][C:7]=2[CH:6]=1)=[O:4].[Li+].[OH-].Cl. (3) Given the product [OH:42][C:41]1[C:40]2[C:35](=[CH:36][CH:37]=[CH:38][CH:39]=2)[C:34]([NH:43][S:44]([C:47]2[S:48][CH:49]=[CH:50][CH:51]=2)(=[O:46])=[O:45])=[CH:33][C:32]=1[S:31][CH2:30][CH2:29][OH:28].[OH:1][C:2]1[C:11]2[C:6](=[CH:7][CH:8]=[CH:9][CH:10]=2)[C:5]([NH:12][S:13]([C:16]2[S:17][CH:18]=[CH:19][CH:20]=2)(=[O:15])=[O:14])=[CH:4][C:3]=1[S:21][C:22]1[N:26]([CH3:27])[N:25]=[N:24][N:23]=1, predict the reactants needed to synthesize it. The reactants are: [OH:1][C:2]1[C:11]2[C:6](=[CH:7][CH:8]=[CH:9][CH:10]=2)[C:5]([NH:12][S:13]([C:16]2[S:17][CH:18]=[CH:19][CH:20]=2)(=[O:15])=[O:14])=[CH:4][C:3]=1[S:21][C:22]1[N:26]([CH3:27])[N:25]=[N:24][N:23]=1.[OH:28][CH2:29][CH2:30][S:31][C:32]1[C:41](=[O:42])[C:40]2[C:35](=[CH:36][CH:37]=[CH:38][CH:39]=2)[C:34](=[N:43][S:44]([C:47]2[S:48][CH:49]=[CH:50][CH:51]=2)(=[O:46])=[O:45])[CH:33]=1. (4) Given the product [F:23][C:24]1[CH:29]=[CH:28][C:27]([NH:30][C:31]([N:17]2[CH2:18][CH2:19][N:14]([C:11]3[N:12]=[CH:13][C:8]4[C:6](=[O:7])[C:5]([C:20]([OH:22])=[O:21])=[CH:4][N:3]([CH2:2][CH3:1])[C:9]=4[N:10]=3)[CH2:15][CH2:16]2)=[S:32])=[CH:26][CH:25]=1, predict the reactants needed to synthesize it. The reactants are: [CH3:1][CH2:2][N:3]1[C:9]2[N:10]=[C:11]([N:14]3[CH2:19][CH2:18][NH:17][CH2:16][CH2:15]3)[N:12]=[CH:13][C:8]=2[C:6](=[O:7])[C:5]([C:20]([OH:22])=[O:21])=[CH:4]1.[F:23][C:24]1[CH:29]=[CH:28][C:27]([N:30]=[C:31]=[S:32])=[CH:26][CH:25]=1. (5) Given the product [Cl:25][C:13]1[N:14]2[C:18]([N:19]=[C:11]3[CH2:10][CH2:9][NH:8][CH2:22][CH2:21][C:12]=13)=[CH:17][CH:16]=[N:15]2.[ClH:25], predict the reactants needed to synthesize it. The reactants are: C(OC([N:8]1[CH2:22][CH2:21][C:12]2=[C:13](O)[N:14]3[C:18]([N:19]=[C:11]2[CH2:10][CH2:9]1)=[CH:17][CH:16]=[N:15]3)=O)(C)(C)C.P(Cl)(Cl)([Cl:25])=O.CCN(C(C)C)C(C)C. (6) Given the product [CH:1]1([CH2:6][CH:7]([C:21]2[CH:26]=[CH:25][C:24]([S:27]([CH3:30])(=[O:29])=[O:28])=[CH:23][CH:22]=2)[C:8]([NH:10][C:11]2[S:12][C:13]([S:16][CH2:17][C:18](=[O:19])[N:57]([CH2:58][CH3:59])[CH2:55][CH3:56])=[CH:14][N:15]=2)=[O:9])[CH2:5][CH2:4][CH2:3][CH2:2]1, predict the reactants needed to synthesize it. The reactants are: [CH:1]1([CH2:6][CH:7]([C:21]2[CH:26]=[CH:25][C:24]([S:27]([CH3:30])(=[O:29])=[O:28])=[CH:23][CH:22]=2)[C:8]([NH:10][C:11]2[S:12][C:13]([S:16][CH2:17][C:18](O)=[O:19])=[CH:14][N:15]=2)=[O:9])[CH2:5][CH2:4][CH2:3][CH2:2]1.ON1C(=O)C2C=CC=CC=2N=N1.Cl.CN(C)CCCN=C=NCC.[CH2:55]([NH:57][CH2:58][CH3:59])[CH3:56].CCN(C(C)C)C(C)C. (7) Given the product [CH2:31]([C@@H:38]1[C:47]2[C:42](=[CH:43][C:44]([F:50])=[C:45]([O:48][CH3:49])[CH:46]=2)[CH2:41][CH2:40][C@@H:39]1[NH:51][C:52](=[O:55])[CH2:53][CH3:54])[C:32]1[CH:37]=[CH:36][CH:35]=[CH:34][CH:33]=1, predict the reactants needed to synthesize it. The reactants are: C[C@@H](PC)[C]1[C](P(C2C3C(=CC=CC=3)C=CC=2)C2C3C(=CC=CC=3)C=CC=2)[CH][CH][CH]1.[CH2:31]([C:38]1[C:47]2[C:42](=[CH:43][C:44]([F:50])=[C:45]([O:48][CH3:49])[CH:46]=2)[CH2:41][CH2:40][C:39]=1[NH:51][C:52](=[O:55])[CH2:53][CH3:54])[C:32]1[CH:37]=[CH:36][CH:35]=[CH:34][CH:33]=1.[H][H]. (8) Given the product [CH2:26]([N:23]1[C:18]2=[N:19][C:20]([CH2:21][CH3:22])=[C:15]([CH2:14][NH:13][CH2:2][C:3]3[N:4]=[N:5][S:6][C:7]=3[C:8]([O:10][CH2:11][CH3:12])=[O:9])[C:16]([NH:28][CH:29]3[CH2:30][CH2:31][O:32][CH2:33][CH2:34]3)=[C:17]2[CH:25]=[N:24]1)[CH3:27], predict the reactants needed to synthesize it. The reactants are: Br[CH2:2][C:3]1[N:4]=[N:5][S:6][C:7]=1[C:8]([O:10][CH2:11][CH3:12])=[O:9].[NH2:13][CH2:14][C:15]1[C:20]([CH2:21][CH3:22])=[N:19][C:18]2[N:23]([CH2:26][CH3:27])[N:24]=[CH:25][C:17]=2[C:16]=1[NH:28][CH:29]1[CH2:34][CH2:33][O:32][CH2:31][CH2:30]1.CCN(C(C)C)C(C)C. (9) Given the product [F:16][C:17]1[CH:40]=[CH:39][CH:38]=[C:37]([F:41])[C:18]=1[C:19]([N:21]1[CH2:9][N:8]([CH3:13])[CH2:7][N:24]([C:25]2[CH:30]=[CH:29][C:28]([S:31][C:32]([F:34])([F:33])[F:35])=[CH:27][C:26]=2[F:36])[C:22]1=[O:23])=[O:20], predict the reactants needed to synthesize it. The reactants are: P(Cl)(Cl)(Cl)(Cl)Cl.[CH3:7][N:8]1[CH2:13]N(C)CN(C)[CH2:9]1.[F:16][C:17]1[CH:40]=[CH:39][CH:38]=[C:37]([F:41])[C:18]=1[C:19]([NH:21][C:22]([NH:24][C:25]1[CH:30]=[CH:29][C:28]([S:31][C:32]([F:35])([F:34])[F:33])=[CH:27][C:26]=1[F:36])=[O:23])=[O:20].C(N(CC)CC)C.[OH-].[Na+]. (10) Given the product [C:4]([C:5]1[CH:12]=[CH:11][CH:10]=[CH:9][C:6]=1[C:7]#[N:8])#[CH:3], predict the reactants needed to synthesize it. The reactants are: C[Si](C)(C)[C:3]#[C:4][C:5]1[CH:12]=[CH:11][CH:10]=[CH:9][C:6]=1[C:7]#[N:8].[F-].C([N+](CCCC)(CCCC)CCCC)CCC.